Dataset: HIV replication inhibition screening data with 41,000+ compounds from the AIDS Antiviral Screen. Task: Binary Classification. Given a drug SMILES string, predict its activity (active/inactive) in a high-throughput screening assay against a specified biological target. (1) The drug is N=C(CSS(=O)(=O)O)NCCSc1ccc(Cl)cc1. The result is 0 (inactive). (2) The result is 0 (inactive). The molecule is CNC(=O)N(C)COC. (3) The drug is CCCCN1CCC(O)(c2cc(C(=O)O)[nH]c2-c2cc(C)no2)C1=O. The result is 0 (inactive). (4) The molecule is CSc1nc(NC(=O)c2ccccc2Br)n[nH]1. The result is 0 (inactive). (5) The compound is O=c1cnn(C2OC(CO)C(O)C(F)C2O)c(=O)[nH]1. The result is 0 (inactive). (6) The compound is O=C(NC=CC=CSc1ccccc1)OCc1ccccc1. The result is 0 (inactive). (7) The drug is Cc1ccc(CC(Cc2ccccc2C)C(=O)O)c(C(=O)O)c1. The result is 0 (inactive). (8) The molecule is COc1ccc(N2C(=O)C(=O)C3(CCCCC3)C2=O)c(OC)c1OC. The result is 0 (inactive). (9) The molecule is Cc1nc2ccccc2c(-n2cccn2)c1CCn1cccn1. The result is 0 (inactive).